This data is from Catalyst prediction with 721,799 reactions and 888 catalyst types from USPTO. The task is: Predict which catalyst facilitates the given reaction. (1) Reactant: [CH3:1][S:2]([C:5]1[CH:6]=[C:7]([C:11]2[CH:20]=[C:19]3[C:14]([C:15]([N:28]4[CH2:33][CH2:32][O:31][CH2:30][CH2:29]4)=[N:16][C:17]([C:21]4[CH:22]=[CH:23][C:24]([NH2:27])=[N:25][CH:26]=4)=[N:18]3)=[CH:13][CH:12]=2)[CH:8]=[CH:9][CH:10]=1)(=[O:4])=[O:3].[Cl:34][C:35]([Cl:42])([Cl:41])[CH2:36][O:37][C:38](Cl)=[O:39]. Product: [Cl:34][C:35]([Cl:42])([Cl:41])[CH2:36][O:37][C:38](=[O:39])[NH:27][C:24]1[CH:23]=[CH:22][C:21]([C:17]2[N:16]=[C:15]([N:28]3[CH2:33][CH2:32][O:31][CH2:30][CH2:29]3)[C:14]3[C:19](=[CH:20][C:11]([C:7]4[CH:8]=[CH:9][CH:10]=[C:5]([S:2]([CH3:1])(=[O:3])=[O:4])[CH:6]=4)=[CH:12][CH:13]=3)[N:18]=2)=[CH:26][N:25]=1. The catalyst class is: 2. (2) Reactant: [OH:1][CH:2]1[CH2:5][N:4]([C:6]([O:8][C:9]([CH3:12])([CH3:11])[CH3:10])=[O:7])[CH2:3]1.C1(=O)O[CH2:16][CH2:15][O:14]1. Product: [OH:14][CH2:15][CH2:16][O:1][CH:2]1[CH2:3][N:4]([C:6]([O:8][C:9]([CH3:12])([CH3:11])[CH3:10])=[O:7])[CH2:5]1. The catalyst class is: 689. (3) Reactant: [CH2:1]([O:3][C:4](=[O:9])[CH:5](Br)[CH2:6][CH3:7])[CH3:2].[CH2:10]([OH:17])[C:11]1[CH:16]=[CH:15][CH:14]=[CH:13][CH:12]=1.[OH-].[K+]. Product: [CH2:1]([O:3][C:4](=[O:9])[CH:5]([O:17][CH2:10][C:11]1[CH:16]=[CH:15][CH:14]=[CH:13][CH:12]=1)[CH2:6][CH3:7])[CH3:2]. The catalyst class is: 3. (4) Reactant: [CH3:1][S:2](Cl)(=[O:4])=[O:3].[Br:6][C:7]1[CH:12]=[CH:11][C:10]([C:13](=[O:15])[CH3:14])=[C:9]([OH:16])[CH:8]=1.C(N([CH2:22][CH3:23])CC)C.Cl. Product: [C:13]([C:10]1[CH:11]=[CH:12][C:7]([Br:6])=[CH:8][C:9]=1[O:16][S:2]([CH3:1])(=[O:4])=[O:3])(=[O:15])[CH3:14].[CH:22]([O:15][CH:13]([CH3:10])[CH3:14])([CH3:23])[CH3:1]. The catalyst class is: 4. (5) Reactant: [C:1](=[O:10])([O:6][CH:7]([CH3:9])[CH3:8])[O:2][CH:3](Cl)[CH3:4].[I-:11].[Na+].C1OCCOCCOCCOCCOCCOC1.C(OCC)(=O)C. Product: [C:1](=[O:10])([O:6][CH:7]([CH3:9])[CH3:8])[O:2][CH:3]([I:11])[CH3:4]. The catalyst class is: 11. (6) Product: [CH:1]1([CH2:4][O:5][C:6]2[CH:7]=[C:8]([CH:9]=[CH:10][CH:11]=2)[CH2:12][C:13]2[CH:18]=[C:17]([C:19]3[C:20]([NH2:26])=[N:21][C:22]([NH2:25])=[CH:23][CH:24]=3)[O:15][N:14]=2)[CH2:3][CH2:2]1. Reactant: [CH:1]1([CH2:4][O:5][C:6]2[CH:7]=[C:8]([CH2:12][C:13](Cl)=[N:14][OH:15])[CH:9]=[CH:10][CH:11]=2)[CH2:3][CH2:2]1.[C:17]([C:19]1[C:20]([NH2:26])=[N:21][C:22]([NH2:25])=[CH:23][CH:24]=1)#[CH:18].C(N(CC)CC)C. The catalyst class is: 7. (7) Reactant: [C:1]([C:3]1[CH:17]=[C:16]([F:18])[CH:15]=[CH:14][C:4]=1[CH2:5][NH:6]C(=O)OC(C)(C)C)#[N:2].[F:19][C:20]([F:25])([F:24])[C:21]([OH:23])=[O:22]. Product: [F:19][C:20]([F:25])([F:24])[C:21]([OH:23])=[O:22].[NH2:6][CH2:5][C:4]1[CH:14]=[CH:15][C:16]([F:18])=[CH:17][C:3]=1[C:1]#[N:2]. The catalyst class is: 22. (8) Reactant: [CH3:1][S:2]([C:5]1[NH:6][C:7]([C:16]([OH:18])=O)=[C:8]([C:10]2[CH:15]=[CH:14][CH:13]=[CH:12][CH:11]=2)[N:9]=1)(=[O:4])=[O:3].[CH3:19][O:20][C:21]1[CH:22]=[C:23]([N:29]2[CH2:34][CH2:33][NH:32][CH2:31][CH2:30]2)[CH:24]=[C:25]([O:27][CH3:28])[CH:26]=1.Cl.CN(C)CCCN=C=NCC.O.ON1C2C=CC=CC=2N=N1. Product: [CH3:19][O:20][C:21]1[CH:22]=[C:23]([N:29]2[CH2:30][CH2:31][N:32]([C:16]([C:7]3[NH:6][C:5]([S:2]([CH3:1])(=[O:3])=[O:4])=[N:9][C:8]=3[C:10]3[CH:11]=[CH:12][CH:13]=[CH:14][CH:15]=3)=[O:18])[CH2:33][CH2:34]2)[CH:24]=[C:25]([O:27][CH3:28])[CH:26]=1. The catalyst class is: 4.